Task: Predict the reactants needed to synthesize the given product.. Dataset: Full USPTO retrosynthesis dataset with 1.9M reactions from patents (1976-2016) (1) Given the product [OH:8][CH2:9][C@@H:10]1[C@@H:14]([C:15]2[CH:20]=[CH:19][C:18]([CH2:21][OH:22])=[CH:17][CH:16]=2)[CH2:13][CH2:12][N:11]1[C:30]([O:32][C:33]([CH3:36])([CH3:35])[CH3:34])=[O:31], predict the reactants needed to synthesize it. The reactants are: [Si]([O:8][CH2:9][C@@H:10]1[C@@H:14]([C:15]2[CH:20]=[CH:19][C:18]([CH2:21][O:22][Si](C(C)(C)C)(C)C)=[CH:17][CH:16]=2)[CH2:13][CH2:12][N:11]1[C:30]([O:32][C:33]([CH3:36])([CH3:35])[CH3:34])=[O:31])(C(C)(C)C)(C)C.CCCC[N+](CCCC)(CCCC)CCCC.[F-].CCOC(C)=O.C([O-])(O)=O.[Na+]. (2) Given the product [Cl:28][C:29]1[CH:30]=[C:31]([CH:41]([CH2:45][CH:46]2[CH2:51][CH2:50][CH2:49][CH2:48][CH2:47]2)[C:42]([NH:52][C:53]2[S:54][CH:55]=[CH:56][N:57]=2)=[O:44])[CH:32]=[CH:33][C:34]=1[N:35]1[C:39]([CH3:40])=[N:38][N:37]=[N:36]1, predict the reactants needed to synthesize it. The reactants are: C1(P(C2C=CC=CC=2)C2C=CC=CC=2)C=CC=CC=1.BrN1C(=O)CCC1=O.[Cl:28][C:29]1[CH:30]=[C:31]([CH:41]([CH2:45][CH:46]2[CH2:51][CH2:50][CH2:49][CH2:48][CH2:47]2)[C:42]([OH:44])=O)[CH:32]=[CH:33][C:34]=1[N:35]1[C:39]([CH3:40])=[N:38][N:37]=[N:36]1.[NH2:52][C:53]1[S:54][CH:55]=[CH:56][N:57]=1. (3) Given the product [F:14][C:15]1[C:24]([CH:25]([NH:13][C:10]2[CH:11]=[CH:12][C:7]([C:4]3[N:3]=[C:2]([CH3:1])[O:6][N:5]=3)=[CH:8][CH:9]=2)[C:33]#[N:34])=[CH:23][C:22]([O:27][CH3:28])=[C:21]2[C:16]=1[CH2:17][CH2:18][CH2:19][O:20]2, predict the reactants needed to synthesize it. The reactants are: [CH3:1][C:2]1[O:6][N:5]=[C:4]([C:7]2[CH:12]=[CH:11][C:10]([NH2:13])=[CH:9][CH:8]=2)[N:3]=1.[F:14][C:15]1[C:24]([CH:25]=O)=[CH:23][C:22]([O:27][CH3:28])=[C:21]2[C:16]=1[CH2:17][CH2:18][CH2:19][O:20]2.C[Si]([C:33]#[N:34])(C)C.C(S([O-])(=O)=O)(F)(F)F.C(S([O-])(=O)=O)(F)(F)F.C(S([O-])(=O)=O)(F)(F)F.[Yb+3]. (4) Given the product [Cl:47][C:41]1[CH:42]=[C:43]([CH:44]([CH3:46])[CH3:45])[C:37]2[O:36][CH:35]([CH2:34][NH2:31])[CH2:39][C:38]=2[C:40]=1[CH3:48], predict the reactants needed to synthesize it. The reactants are: CC1C=CC(S(OCC2CC3C(C)=C(Cl)C=C(C(C)C)C=3O2)(=O)=O)=CC=1.[N-]=[N+]=[N-].[Na+].[N:31]([CH2:34][CH:35]1[CH2:39][C:38]2[C:40]([CH3:48])=[C:41]([Cl:47])[CH:42]=[C:43]([CH:44]([CH3:46])[CH3:45])[C:37]=2[O:36]1)=[N+]=[N-].C1(P(C2C=CC=CC=2)C2C=CC=CC=2)C=CC=CC=1.Cl.